This data is from TCR-epitope binding with 47,182 pairs between 192 epitopes and 23,139 TCRs. The task is: Binary Classification. Given a T-cell receptor sequence (or CDR3 region) and an epitope sequence, predict whether binding occurs between them. (1) The epitope is KLVALGINAV. The TCR CDR3 sequence is CASSTPPGLILAKNIQYF. Result: 0 (the TCR does not bind to the epitope). (2) The epitope is ISDYDYYRY. The TCR CDR3 sequence is CASAEGWENYGYTF. Result: 0 (the TCR does not bind to the epitope). (3) The epitope is TFYLTNDVSFL. The TCR CDR3 sequence is CASSPGSGGGTEAFF. Result: 0 (the TCR does not bind to the epitope). (4) The epitope is QECVRGTTVL. The TCR CDR3 sequence is CASSAGTYNEQFF. Result: 1 (the TCR binds to the epitope). (5) The epitope is EIYKRWII. The TCR CDR3 sequence is CASSVSRGGNKQFF. Result: 0 (the TCR does not bind to the epitope).